This data is from Peptide-MHC class II binding affinity with 134,281 pairs from IEDB. The task is: Regression. Given a peptide amino acid sequence and an MHC pseudo amino acid sequence, predict their binding affinity value. This is MHC class II binding data. (1) The peptide sequence is LTKRQDKLCGSLIGM. The MHC is HLA-DQA10201-DQB10303 with pseudo-sequence HLA-DQA10201-DQB10303. The binding affinity (normalized) is 0.180. (2) The MHC is DRB1_0404 with pseudo-sequence DRB1_0404. The peptide sequence is VTLRIRNVRFSDEGG. The binding affinity (normalized) is 0.342. (3) The peptide sequence is EKKYTAATQFEPLAA. The MHC is HLA-DPA10301-DPB10402 with pseudo-sequence HLA-DPA10301-DPB10402. The binding affinity (normalized) is 0.498.